The task is: Predict which catalyst facilitates the given reaction.. This data is from Catalyst prediction with 721,799 reactions and 888 catalyst types from USPTO. (1) Reactant: [F:1][C:2]1[CH:7]=[CH:6][C:5]([CH2:8][C:9]([C:11]2[CH:16]=[CH:15][N:14]=[CH:13][CH:12]=2)=[O:10])=[CH:4][CH:3]=1.Cl[C:18]1[C:23]([N+:24]([O-:26])=[O:25])=[CH:22][CH:21]=[CH:20][N:19]=1.[H-].[Na+]. Product: [F:1][C:2]1[CH:7]=[CH:6][C:5]([CH:8]([C:18]2[C:23]([N+:24]([O-:26])=[O:25])=[CH:22][CH:21]=[CH:20][N:19]=2)[C:9]([C:11]2[CH:16]=[CH:15][N:14]=[CH:13][CH:12]=2)=[O:10])=[CH:4][CH:3]=1. The catalyst class is: 9. (2) Reactant: C[O:2][C:3]([C:5]1[N:6]=[CH:7][C:8]([N:11]2[CH2:16][CH2:15][N:14]([C:17]3[N:18]=[N:19][C:20]([C:25]4[CH:30]=[CH:29][C:28]([F:31])=[CH:27][CH:26]=4)=[C:21]([CH3:24])[C:22]=3[CH3:23])[CH2:13][C@H:12]2[CH3:32])=[N:9][CH:10]=1)=[O:4].[OH-].[Na+]. Product: [F:31][C:28]1[CH:29]=[CH:30][C:25]([C:20]2[N:19]=[N:18][C:17]([N:14]3[CH2:15][CH2:16][N:11]([C:8]4[CH:7]=[N:6][C:5]([C:3]([OH:4])=[O:2])=[CH:10][N:9]=4)[C@H:12]([CH3:32])[CH2:13]3)=[C:22]([CH3:23])[C:21]=2[CH3:24])=[CH:26][CH:27]=1. The catalyst class is: 5. (3) Reactant: [C:1]([C:3](=[CH:10][CH:11]([CH3:13])[CH3:12])[CH2:4][C:5]([O:7]CC)=[O:6])#[N:2].O.[OH-].[Li+].Cl. Product: [C:1]([C:3](=[CH:10][CH:11]([CH3:13])[CH3:12])[CH2:4][C:5]([OH:7])=[O:6])#[N:2]. The catalyst class is: 30. (4) Reactant: [O:1]1[C:5]2[CH:6]=[CH:7][CH:8]=[CH:9][C:4]=2[CH:3]=[C:2]1[C:10]([CH:12]1[CH2:17][CH2:16][CH2:15][CH2:14][N:13]1C(OC(C)(C)C)=O)=O.O.NN.[OH-].[K+].O. Product: [O:1]1[C:5]2[CH:6]=[CH:7][CH:8]=[CH:9][C:4]=2[CH:3]=[C:2]1[CH2:10][CH:12]1[CH2:17][CH2:16][CH2:15][CH2:14][NH:13]1. The catalyst class is: 831. (5) Reactant: [Cl:1][C:2]1[C:3](=[O:14])O[C:5](=[O:13])[C:6]=1[C:7]1[CH:12]=[CH:11][CH:10]=[CH:9][CH:8]=1.[CH3:15][S:16][CH2:17][CH2:18][NH2:19]. Product: [Cl:1][C:2]1[C:3](=[O:14])[N:19]([CH2:18][CH2:17][S:16][CH3:15])[C:5](=[O:13])[C:6]=1[C:7]1[CH:8]=[CH:9][CH:10]=[CH:11][CH:12]=1. The catalyst class is: 15. (6) Reactant: [CH3:1][C:2]1[CH:3]=[C:4]([CH:17]=[C:18]([CH3:20])[CH:19]=1)[O:5][C:6]1[CH:11]=[C:10]([CH3:12])[C:9]([C:13](=[O:15])[CH3:14])=[C:8]([CH3:16])[CH:7]=1.[Br-:21].[Br-].[Br-].C([N+](CCCC)(CCCC)CCCC)CCC.C([N+](CCCC)(CCCC)CCCC)CCC.C([N+](CCCC)(CCCC)CCCC)CCC. Product: [Br:21][CH2:14][C:13]([C:9]1[C:10]([CH3:12])=[CH:11][C:6]([O:5][C:4]2[CH:17]=[C:18]([CH3:20])[CH:19]=[C:2]([CH3:1])[CH:3]=2)=[CH:7][C:8]=1[CH3:16])=[O:15]. The catalyst class is: 10. (7) Reactant: [Br:1][C:2]1[CH:7]=[CH:6][C:5]([OH:8])=[CH:4][C:3]=1[CH:9]=[O:10].[BH4-].[Na+]. Product: [Br:1][C:2]1[CH:7]=[CH:6][C:5]([OH:8])=[CH:4][C:3]=1[CH2:9][OH:10]. The catalyst class is: 5. (8) The catalyst class is: 3. Product: [NH2:13][C:14]1[C:23]2[N:24]=[C:25]([CH2:33][N:5]3[C:1](=[O:11])[C:2]4[C:3](=[CH:7][CH:8]=[CH:9][CH:10]=4)[C:4]3=[O:6])[N:26]([CH2:27][C:28]3([OH:32])[CH2:31][CH2:30][CH2:29]3)[C:22]=2[C:21]2[CH:20]=[CH:19][CH:18]=[CH:17][C:16]=2[N:15]=1. Reactant: [C:1]1(=[O:11])[NH:5][C:4](=[O:6])[C:3]2=[CH:7][CH:8]=[CH:9][CH:10]=[C:2]12.[K].[NH2:13][C:14]1[C:23]2[N:24]=[C:25]([CH2:33]Cl)[N:26]([CH2:27][C:28]3([OH:32])[CH2:31][CH2:30][CH2:29]3)[C:22]=2[C:21]2[CH:20]=[CH:19][CH:18]=[CH:17][C:16]=2[N:15]=1. (9) Reactant: [Cl:1][C:2]1[CH:7]=[CH:6][CH:5]=[C:4]([F:8])[C:3]=1[C:9]1[NH:13][C:12](=[O:14])[N:11]([C:15]2[CH:24]=[CH:23][C:18]([C:19](OC)=[O:20])=[C:17]([O:25][CH3:26])[CH:16]=2)[N:10]=1.O[N:28]=[C:29]([NH2:40])[C:30]1[CH:35]=[C:34]([O:36][CH3:37])[CH:33]=[C:32]([O:38][CH3:39])[CH:31]=1.[H-].[Na+]. Product: [Cl:1][C:2]1[CH:7]=[CH:6][CH:5]=[C:4]([F:8])[C:3]=1[C:9]1[NH:13][C:12](=[O:14])[N:11]([C:15]2[CH:24]=[CH:23][C:18]([C:19]3[O:20][N:40]=[C:29]([C:30]4[CH:35]=[C:34]([O:36][CH3:37])[CH:33]=[C:32]([O:38][CH3:39])[CH:31]=4)[N:28]=3)=[C:17]([O:25][CH3:26])[CH:16]=2)[N:10]=1. The catalyst class is: 1.